This data is from Forward reaction prediction with 1.9M reactions from USPTO patents (1976-2016). The task is: Predict the product of the given reaction. (1) Given the reactants [N:1]1([C:7]([N:9]2[CH2:14][CH:13]([C:15]3[CH:20]=[CH:19][C:18]([O:21][C:22]([F:25])([F:24])[F:23])=[CH:17][CH:16]=3)[CH2:12][CH:11]([C:26](O)=O)[CH2:10]2)=[O:8])[CH2:6][CH2:5][O:4][CH2:3][CH2:2]1.[NH:29]([C:31](=[O:38])[CH2:32][C:33]([O:35][CH2:36][CH3:37])=[O:34])[NH2:30], predict the reaction product. The product is: [N:1]1([C:7]([N:9]2[CH2:14][CH:13]([C:15]3[CH:20]=[CH:19][C:18]([O:21][C:22]([F:25])([F:23])[F:24])=[CH:17][CH:16]=3)[CH2:12][CH:11]([C:26]3[O:38][C:31]([CH2:32][C:33]([O:35][CH2:36][CH3:37])=[O:34])=[N:29][N:30]=3)[CH2:10]2)=[O:8])[CH2:6][CH2:5][O:4][CH2:3][CH2:2]1. (2) Given the reactants [CH:1]1([C:4]([NH:6][C:7]2[N:8]=[C:9]3[CH:14]=[CH:13][C:12]([O:15][C:16]4[CH:26]=[CH:25][CH:24]=[CH:23][C:17]=4[C:18]([O:20]CC)=[O:19])=[N:11][N:10]3[CH:27]=2)=[O:5])[CH2:3][CH2:2]1.[OH-].[Na+].Cl.C(OCC)(=O)C, predict the reaction product. The product is: [CH:1]1([C:4]([NH:6][C:7]2[N:8]=[C:9]3[CH:14]=[CH:13][C:12]([O:15][C:16]4[CH:26]=[CH:25][CH:24]=[CH:23][C:17]=4[C:18]([OH:20])=[O:19])=[N:11][N:10]3[CH:27]=2)=[O:5])[CH2:3][CH2:2]1.